Dataset: Forward reaction prediction with 1.9M reactions from USPTO patents (1976-2016). Task: Predict the product of the given reaction. (1) Given the reactants [CH3:1][N:2]1[C:6]([C@H:7]2[CH2:12][CH2:11][CH2:10][CH2:9][C@@H:8]2[OH:13])=[CH:5][CH:4]=[N:3]1, predict the reaction product. The product is: [CH3:1][N:2]1[C:6]([C@@H:7]2[CH2:12][CH2:11][CH2:10][CH2:9][C@H:8]2[OH:13])=[CH:5][CH:4]=[N:3]1. (2) Given the reactants Cl.C(N=C=NCCCN(C)C)C.ON1C2C=CC=CC=2N=N1.C(N(CC)CC)C.Cl.[CH:31]1([CH2:34][O:35][C:36]2([C:40]3[CH:45]=[CH:44][CH:43]=[CH:42][C:41]=3[CH3:46])[CH2:39][NH:38][CH2:37]2)[CH2:33][CH2:32]1.[C:47]([O:51][C:52]([NH:54][C@H:55]([CH2:59][C:60]1[CH:65]=[CH:64][C:63]([O:66][CH3:67])=[CH:62][CH:61]=1)[C:56](O)=[O:57])=[O:53])([CH3:50])([CH3:49])[CH3:48], predict the reaction product. The product is: [CH:31]1([CH2:34][O:35][C:36]2([C:40]3[CH:45]=[CH:44][CH:43]=[CH:42][C:41]=3[CH3:46])[CH2:37][N:38]([C:56](=[O:57])[C@H:55]([NH:54][C:52](=[O:53])[O:51][C:47]([CH3:48])([CH3:49])[CH3:50])[CH2:59][C:60]3[CH:61]=[CH:62][C:63]([O:66][CH3:67])=[CH:64][CH:65]=3)[CH2:39]2)[CH2:32][CH2:33]1.